Dataset: Catalyst prediction with 721,799 reactions and 888 catalyst types from USPTO. Task: Predict which catalyst facilitates the given reaction. (1) Reactant: [CH2:1]([C:7]1([C:13]([O:15][CH2:16][CH3:17])=[O:14])[CH2:11][CH2:10][CH2:9][CH:8]1[OH:12])[CH2:2][CH2:3][CH2:4][CH2:5][CH3:6].N1C=CC=CC=1.[CH3:24][C:25]1[CH:33]=[CH:32][C:28]([C:29](Cl)=[O:30])=[CH:27][CH:26]=1. Product: [CH2:1]([C:7]1([C:13]([O:15][CH2:16][CH3:17])=[O:14])[CH2:11][CH2:10][CH2:9][CH:8]1[O:12][C:29](=[O:30])[C:28]1[CH:32]=[CH:33][C:25]([CH3:24])=[CH:26][CH:27]=1)[CH2:2][CH2:3][CH2:4][CH2:5][CH3:6]. The catalyst class is: 2. (2) Reactant: [N:1]([CH2:4][C:5]1[CH:6]=[C:7]([C:22]2[S:26][C:25]([C@@:27]3([OH:39])[CH2:32][CH2:31][C@H:30]([C:33]([O:35][CH3:36])=[O:34])[C:29]([CH3:38])([CH3:37])[CH2:28]3)=[N:24][CH:23]=2)[CH:8]=[C:9]([NH:11][C:12]2[N:17]=[C:16]([C:18]([F:21])([F:20])[F:19])[CH:15]=[CH:14][N:13]=2)[CH:10]=1)=[N+]=[N-].C1(P(C2C=CC=CC=2)C2C=CC=CC=2)C=CC=CC=1. Product: [NH2:1][CH2:4][C:5]1[CH:6]=[C:7]([C:22]2[S:26][C:25]([C@@:27]3([OH:39])[CH2:32][CH2:31][C@H:30]([C:33]([O:35][CH3:36])=[O:34])[C:29]([CH3:37])([CH3:38])[CH2:28]3)=[N:24][CH:23]=2)[CH:8]=[C:9]([NH:11][C:12]2[N:17]=[C:16]([C:18]([F:20])([F:21])[F:19])[CH:15]=[CH:14][N:13]=2)[CH:10]=1. The catalyst class is: 20. (3) Reactant: [N+:1]([C:4]1[CH:9]=[CH:8][C:7]([OH:10])=[C:6]([O:11][C:12]([F:15])([F:14])[F:13])[CH:5]=1)([O-])=O.[Cl-].N.C(O)C. Product: [NH2:1][C:4]1[CH:9]=[CH:8][C:7]([OH:10])=[C:6]([O:11][C:12]([F:13])([F:14])[F:15])[CH:5]=1. The catalyst class is: 6.